From a dataset of Forward reaction prediction with 1.9M reactions from USPTO patents (1976-2016). Predict the product of the given reaction. (1) Given the reactants [N:1]1([C:7]2[N:8]=[C:9]([CH:14]([CH3:18])[C:15]([O-:17])=O)[NH:10][C:11](=[O:13])[CH:12]=2)[CH2:6][CH2:5][O:4][CH2:3][CH2:2]1.[Na+].[F:20][C:21]1[CH:27]=[CH:26][C:24]([NH2:25])=[CH:23][C:22]=1[O:28][CH3:29], predict the reaction product. The product is: [F:20][C:21]1[CH:27]=[CH:26][C:24]([NH:25][C:15](=[O:17])[CH:14]([C:9]2[NH:10][C:11](=[O:13])[CH:12]=[C:7]([N:1]3[CH2:2][CH2:3][O:4][CH2:5][CH2:6]3)[N:8]=2)[CH3:18])=[CH:23][C:22]=1[O:28][CH3:29]. (2) Given the reactants [CH3:1][O:2][C:3]1[N:4]=[CH:5][C:6]2[C:11]([CH:12]=1)=[CH:10][CH:9]=[N:8][CH:7]=2, predict the reaction product. The product is: [CH3:1][O:2][C:3]1[CH:12]=[C:11]2[C:6](=[CH:5][N:4]=1)[CH2:7][NH:8][CH2:9][CH2:10]2. (3) Given the reactants CS(C)=O.[CH2:5]([OH:7])[CH3:6].[H-].[Na+].[C:10]([O:14][C:15]([N:17]1[CH2:22][CH2:21][N:20]([C:23](=[O:49])[C:24]2[CH:29]=[CH:28][C:27]([C:30]3[CH:31]=[N:32][C:33]([NH2:48])=[C:34]([O:36][CH:37]([C:39]4[C:44]([Cl:45])=[CH:43][CH:42]=[C:41](F)[C:40]=4[Cl:47])[CH3:38])[CH:35]=3)=[CH:26][CH:25]=2)[CH2:19][CH2:18]1)=[O:16])([CH3:13])([CH3:12])[CH3:11], predict the reaction product. The product is: [C:10]([O:14][C:15]([N:17]1[CH2:22][CH2:21][N:20]([C:23](=[O:49])[C:24]2[CH:29]=[CH:28][C:27]([C:30]3[CH:31]=[N:32][C:33]([NH2:48])=[C:34]([O:36][CH:37]([C:39]4[C:44]([Cl:45])=[CH:43][CH:42]=[C:41]([O:7][CH2:5][CH3:6])[C:40]=4[Cl:47])[CH3:38])[CH:35]=3)=[CH:26][CH:25]=2)[CH2:19][CH2:18]1)=[O:16])([CH3:13])([CH3:12])[CH3:11]. (4) The product is: [OH:13][CH:14]([CH3:51])[C:15]([CH3:49])([CH3:50])[O:16][C:17]1[CH:22]=[CH:21][C:20]([N:23]2[C:28](=[O:29])[C:27]([CH2:30][C:31]3[CH:36]=[CH:35][C:34]([C:37]4[CH:42]=[CH:41][CH:40]=[CH:39][C:38]=4[C:43]4[NH:3][C:4](=[O:7])[O:5][N:44]=4)=[CH:33][CH:32]=3)=[C:26]([CH2:45][CH2:46][CH3:47])[N:25]=[C:24]2[CH3:48])=[CH:19][CH:18]=1. Given the reactants [Cl-].O[NH3+:3].[C:4](=[O:7])([O-])[OH:5].[Na+].CS(C)=O.[OH:13][CH:14]([CH3:51])[C:15]([CH3:50])([CH3:49])[O:16][C:17]1[CH:22]=[CH:21][C:20]([N:23]2[C:28](=[O:29])[C:27]([CH2:30][C:31]3[CH:36]=[CH:35][C:34]([C:37]4[C:38]([C:43]#[N:44])=[CH:39][CH:40]=[CH:41][CH:42]=4)=[CH:33][CH:32]=3)=[C:26]([CH2:45][CH2:46][CH3:47])[N:25]=[C:24]2[CH3:48])=[CH:19][CH:18]=1, predict the reaction product. (5) Given the reactants [Cl:1][C:2]1[CH:3]=[C:4]([C:10](=[O:17])[CH2:11][C:12]([O:14]CC)=O)[CH:5]=[CH:6][C:7]=1[O:8][CH3:9].[OH:18][C:19]1[CH:24]=[C:23](O)[CH:22]=[C:21]([OH:26])[CH:20]=1, predict the reaction product. The product is: [Cl:1][C:2]1[CH:3]=[C:4]([C:10]2[O:17][C:23]3[C:24]([C:12](=[O:14])[CH:11]=2)=[C:19]([OH:18])[CH:20]=[C:21]([OH:26])[CH:22]=3)[CH:5]=[CH:6][C:7]=1[O:8][CH3:9]. (6) The product is: [C:12]([C:14]1[CH:22]=[CH:21][C:17]([C:18]([NH:1][C@@H:2]([CH2:6][CH2:7][CH2:8][C:9]([OH:11])=[O:10])[C:3]([OH:5])=[O:4])=[O:19])=[CH:16][CH:15]=1)#[N:13]. Given the reactants [NH2:1][C@@H:2]([CH2:6][CH2:7][CH2:8][C:9]([OH:11])=[O:10])[C:3]([OH:5])=[O:4].[C:12]([C:14]1[CH:22]=[CH:21][C:17]([C:18](Cl)=[O:19])=[CH:16][CH:15]=1)#[N:13], predict the reaction product.